From a dataset of Reaction yield outcomes from USPTO patents with 853,638 reactions. Predict the reaction yield, written as a fraction of the theoretical maximum amount of product (1.0 means a 100% yield; for example, 0.34 means a 34% yield). (1) The reactants are Br[C:2]1[CH:3]=[C:4]([C:7]2[N:12]([CH2:13][C:14]3[CH:19]=[CH:18][C:17]([F:20])=[CH:16][C:15]=3[F:21])[C:11](=[O:22])[C:10]([C:23]#[N:24])=[C:9]([C:25]([F:28])([F:27])[F:26])[CH:8]=2)[O:5][CH:6]=1.[CH2:29]([O:31][C:32]1[C:37]([C:38]([F:41])([F:40])[F:39])=[CH:36][C:35](B2OC(C)(C)C(C)(C)O2)=[CH:34][N:33]=1)[CH3:30].C(OC1C(C(F)(F)F)=CC(B(O)O)=CN=1)C.C(=O)([O-])[O-].[K+].[K+]. The catalyst is C1C=CC([P]([Pd]([P](C2C=CC=CC=2)(C2C=CC=CC=2)C2C=CC=CC=2)([P](C2C=CC=CC=2)(C2C=CC=CC=2)C2C=CC=CC=2)[P](C2C=CC=CC=2)(C2C=CC=CC=2)C2C=CC=CC=2)(C2C=CC=CC=2)C2C=CC=CC=2)=CC=1.COCCOC.O. The product is [F:21][C:15]1[CH:16]=[C:17]([F:20])[CH:18]=[CH:19][C:14]=1[CH2:13][N:12]1[C:7]([C:4]2[O:5][CH:6]=[C:2]([C:35]3[CH:34]=[N:33][C:32]([O:31][CH2:29][CH3:30])=[C:37]([C:38]([F:41])([F:40])[F:39])[CH:36]=3)[CH:3]=2)=[CH:8][C:9]([C:25]([F:28])([F:27])[F:26])=[C:10]([C:23]#[N:24])[C:11]1=[O:22]. The yield is 0.370. (2) The reactants are [NH2:1][C@H:2]1[CH2:7][CH2:6][C@H:5]([NH:8][S:9]([C:12]2[CH:17]=[CH:16][C:15]([Br:18])=[CH:14][C:13]=2[O:19][C:20]([F:23])([F:22])[F:21])(=[O:11])=[O:10])[CH2:4][CH2:3]1.Cl[C:25]1[N:34]=[C:33]([N:35]([CH3:37])[CH3:36])[C:32]2[C:27](=[CH:28][CH:29]=[CH:30][CH:31]=2)[N:26]=1. The catalyst is CC(O)C. The product is [Br:18][C:15]1[CH:16]=[CH:17][C:12]([S:9]([NH:8][C@H:5]2[CH2:6][CH2:7][C@H:2]([NH:1][C:25]3[N:34]=[C:33]([N:35]([CH3:37])[CH3:36])[C:32]4[C:27](=[CH:28][CH:29]=[CH:30][CH:31]=4)[N:26]=3)[CH2:3][CH2:4]2)(=[O:11])=[O:10])=[C:13]([O:19][C:20]([F:22])([F:23])[F:21])[CH:14]=1. The yield is 0.300. (3) The reactants are [C:1]([NH:11][C@H:12]([C:17]([C@@H:19]([NH2:41])[CH:20]([OH:40])[CH:21]([NH:23][S:24]([C:27]1[CH:39]=[CH:38][C:30]2[O:31][C:32]3[CH:37]=[CH:36][CH:35]=[CH:34][C:33]=3[C:29]=2[CH:28]=1)(=[O:26])=[O:25])[CH3:22])=[O:18])[CH2:13][CH:14]([CH3:16])[CH3:15])([O:3][CH2:4][C:5]1[CH:10]=[CH:9][CH:8]=[CH:7][CH:6]=1)=[O:2].CC(C)=O.OS(O)(=O)=O.O=[Cr](=O)=O. The catalyst is CC(C)=O. The product is [C:1]([NH:11][C@H:12]([C:17]([C@H:19]([NH2:41])[C:20](=[O:40])[CH:21]([NH:23][S:24]([C:27]1[CH:39]=[CH:38][C:30]2[O:31][C:32]3[CH:37]=[CH:36][CH:35]=[CH:34][C:33]=3[C:29]=2[CH:28]=1)(=[O:25])=[O:26])[CH3:22])=[O:18])[CH2:13][CH:14]([CH3:16])[CH3:15])([O:3][CH2:4][C:5]1[CH:6]=[CH:7][CH:8]=[CH:9][CH:10]=1)=[O:2]. The yield is 0.290. (4) The reactants are [Br:1][C:2]1[CH:6]=[C:5]([NH:7][CH2:8][CH2:9][CH3:10])[S:4][C:3]=1[C:11]#[N:12].[C:13](O)([C:15]([F:18])([F:17])[F:16])=O.[BH4-].[Na+]. No catalyst specified. The product is [Br:1][C:2]1[CH:6]=[C:5]([N:7]([CH2:8][CH2:9][CH3:10])[CH2:13][C:15]([F:18])([F:17])[F:16])[S:4][C:3]=1[C:11]#[N:12]. The yield is 0.580. (5) The reactants are [C:1]([C:5]1[N:6]([CH2:19][CH2:20][OH:21])[C:7]2[CH:8]=[CH:9][C:10]([N+:16]([O-])=O)=[C:11]([C:14]#[N:15])[C:12]=2[CH:13]=1)([CH3:4])([CH3:3])[CH3:2]. The catalyst is C(O)C.[Pd]. The product is [NH2:16][C:10]1[CH:9]=[CH:8][C:7]2[N:6]([CH2:19][CH2:20][OH:21])[C:5]([C:1]([CH3:2])([CH3:3])[CH3:4])=[CH:13][C:12]=2[C:11]=1[C:14]#[N:15]. The yield is 0.930. (6) The reactants are [NH2:1][CH:2]1[CH2:7][CH2:6][N:5]([CH2:8][C:9]2[CH:14]=[CH:13][CH:12]=[CH:11][CH:10]=2)[CH2:4][CH2:3]1.[Cl:15][C:16]1[N:17]=[N:18][C:19](Cl)=[CH:20][CH:21]=1.C(O)CCC.O. The catalyst is ClCCl. The product is [CH2:8]([N:5]1[CH2:6][CH2:7][CH:2]([NH:1][C:19]2[N:18]=[N:17][C:16]([Cl:15])=[CH:21][CH:20]=2)[CH2:3][CH2:4]1)[C:9]1[CH:14]=[CH:13][CH:12]=[CH:11][CH:10]=1. The yield is 0.410.